From a dataset of Reaction yield outcomes from USPTO patents with 853,638 reactions. Predict the reaction yield, written as a fraction of the theoretical maximum amount of product (1.0 means a 100% yield; for example, 0.34 means a 34% yield). (1) The reactants are [CH:1]1([CH2:6][C@@H:7]([C:20]([NH:22][NH:23][C:24]2[C:29]([F:30])=[C:28]([N:31]3[CH2:40][CH2:39][N:38]4[C@H:33]([CH2:34][O:35][CH2:36][CH2:37]4)[CH2:32]3)[N:27]=[C:26]([CH3:41])[N:25]=2)=[O:21])[CH2:8][N:9]([O:12]CC2C=CC=CC=2)[CH:10]=[O:11])[CH2:5][CH2:4][CH2:3][CH2:2]1. The catalyst is CO.[Pd]. The product is [CH:1]1([CH2:6][C@@H:7]([C:20]([NH:22][NH:23][C:24]2[C:29]([F:30])=[C:28]([N:31]3[CH2:40][CH2:39][N:38]4[C@H:33]([CH2:34][O:35][CH2:36][CH2:37]4)[CH2:32]3)[N:27]=[C:26]([CH3:41])[N:25]=2)=[O:21])[CH2:8][N:9]([OH:12])[CH:10]=[O:11])[CH2:5][CH2:4][CH2:3][CH2:2]1. The yield is 0.830. (2) The catalyst is C(O)(C)C. The reactants are [Cl:1][C:2]1[CH:3]=[C:4]([C:9]2([C:23]([F:26])([F:25])[F:24])[O:13][N:12]=[C:11]([C:14]3[CH:19]=[CH:18][CH:17]=[C:16]([N+:20]([O-])=O)[CH:15]=3)[CH2:10]2)[CH:5]=[C:6]([Cl:8])[CH:7]=1.[Sn](Cl)Cl.Cl. The yield is 0.580. The product is [Cl:1][C:2]1[CH:3]=[C:4]([C:9]2([C:23]([F:25])([F:24])[F:26])[O:13][N:12]=[C:11]([C:14]3[CH:15]=[C:16]([NH2:20])[CH:17]=[CH:18][CH:19]=3)[CH2:10]2)[CH:5]=[C:6]([Cl:8])[CH:7]=1. (3) The reactants are C[O:2][C:3]([C:5]1([C:8]2[CH:9]=[CH:10][C:11]3[O:15][C:14](=[O:16])[NH:13][C:12]=3[CH:17]=2)[CH2:7][CH2:6]1)=[O:4].O[Li].O. The catalyst is CO.O. The product is [O:16]=[C:14]1[NH:13][C:12]2[CH:17]=[C:8]([C:5]3([C:3]([OH:4])=[O:2])[CH2:7][CH2:6]3)[CH:9]=[CH:10][C:11]=2[O:15]1. The yield is 0.840. (4) The reactants are Cl[C:2]1[N:7]=[C:6]([S:8][C:9]2[CH:10]=[C:11]([NH:15][C:16](=[O:19])[CH:17]=[CH2:18])[CH:12]=[CH:13][CH:14]=2)[CH:5]=[CH:4][N:3]=1.[CH3:20][O:21][C:22]1[CH:23]=[C:24]([CH:26]=[C:27]([O:31][CH3:32])[C:28]=1[O:29][CH3:30])[NH2:25]. No catalyst specified. The product is [CH3:32][O:31][C:27]1[CH:26]=[C:24]([NH:25][C:2]2[N:7]=[C:6]([S:8][C:9]3[CH:10]=[C:11]([NH:15][C:16](=[O:19])[CH:17]=[CH2:18])[CH:12]=[CH:13][CH:14]=3)[CH:5]=[CH:4][N:3]=2)[CH:23]=[C:22]([O:21][CH3:20])[C:28]=1[O:29][CH3:30]. The yield is 0.140. (5) The reactants are C(N(CC)CC)C.[CH3:8][O:9][C:10]([C:12]1[C:21]([OH:22])=[C:20]2[C:15]([CH:16]=[CH:17][CH:18]=[N:19]2)=[C:14]([Br:23])[N:13]=1)=[O:11].[C:24]1([CH3:34])[CH:29]=[CH:28][C:27]([S:30](Cl)(=[O:32])=[O:31])=[CH:26][CH:25]=1. The catalyst is C(Cl)(Cl)Cl. The product is [CH3:8][O:9][C:10]([C:12]1[C:21]([O:22][S:30]([C:27]2[CH:28]=[CH:29][C:24]([CH3:34])=[CH:25][CH:26]=2)(=[O:32])=[O:31])=[C:20]2[C:15]([CH:16]=[CH:17][CH:18]=[N:19]2)=[C:14]([Br:23])[N:13]=1)=[O:11]. The yield is 0.970. (6) The yield is 0.720. The product is [CH2:15]([N:4]([CH2:1][CH:2]=[CH2:3])[S:5]([C:8]1[CH:9]=[N:10][CH:11]=[CH:12][C:13]=1[NH:14][S:31]([C:27]1[CH:28]=[CH:29][CH:30]=[C:25]([Br:24])[CH:26]=1)(=[O:33])=[O:32])(=[O:7])=[O:6])[CH:16]=[CH2:17]. The reactants are [CH2:1]([N:4]([CH2:15][CH:16]=[CH2:17])[S:5]([C:8]1[CH:9]=[N:10][CH:11]=[CH:12][C:13]=1[NH2:14])(=[O:7])=[O:6])[CH:2]=[CH2:3].C(=O)([O-])[O-].[Cs+].[Cs+].[Br:24][C:25]1[CH:26]=[C:27]([S:31](Cl)(=[O:33])=[O:32])[CH:28]=[CH:29][CH:30]=1.Cl. The catalyst is O1CCCC1. (7) The reactants are [Br:1][C:2]1[CH:7]=[CH:6][CH:5]=[C:4]([N+:8]([O-])=O)[C:3]=1[Cl:11].[NH4+].[Cl-]. The catalyst is CO.[Zn]. The product is [Br:1][C:2]1[C:3]([Cl:11])=[C:4]([CH:5]=[CH:6][CH:7]=1)[NH2:8]. The yield is 0.790. (8) The reactants are N1C(Cl)=NC(Cl)=NC=1Cl.[C:10]([O:14][C:15](=[O:28])[NH:16][CH2:17][C:18]1([CH2:24][C:25](=O)[NH2:26])[CH2:23][CH2:22][CH2:21][CH2:20][CH2:19]1)([CH3:13])([CH3:12])[CH3:11].CCCCCC.CCOC(C)=O. The catalyst is CN(C=O)C. The product is [C:10]([O:14][C:15](=[O:28])[NH:16][CH2:17][C:18]1([CH2:24][C:25]#[N:26])[CH2:19][CH2:20][CH2:21][CH2:22][CH2:23]1)([CH3:11])([CH3:13])[CH3:12]. The yield is 0.800. (9) The reactants are C1(C)C=CC(S(O)(=O)=O)=CC=1.[CH:12]1([C:15]2[C:19]([O:20][C:21]3[CH:28]=[C:27]([CH3:29])[C:24]([C:25]#[N:26])=[C:23]([CH3:30])[CH:22]=3)=[CH:18][NH:17][N:16]=2)[CH2:14][CH2:13]1.[O:31]1[CH:36]=[CH:35][CH2:34][CH2:33][CH2:32]1. The catalyst is O1CCCC1. The product is [CH:12]1([C:15]2[C:19]([O:20][C:21]3[CH:28]=[C:27]([CH3:29])[C:24]([C:25]#[N:26])=[C:23]([CH3:30])[CH:22]=3)=[CH:18][N:17]([CH:32]3[CH2:33][CH2:34][CH2:35][CH2:36][O:31]3)[N:16]=2)[CH2:13][CH2:14]1. The yield is 1.00.